From a dataset of Forward reaction prediction with 1.9M reactions from USPTO patents (1976-2016). Predict the product of the given reaction. Given the reactants [CH:1](/[CH:9]([S:19]([CH:22](/[CH:32]=[CH:33]/[C:34]1[CH:39]=[CH:38][CH:37]=[CH:36][CH:35]=1)[C:23]1[CH:28]=[CH:27][CH:26]=[C:25]([N+:29]([O-])=O)[CH:24]=1)(=[O:21])=[O:20])[C:10]1[CH:15]=[CH:14][CH:13]=[C:12]([N+:16]([O-])=O)[CH:11]=1)=[CH:2]\[C:3]1[CH:8]=[CH:7][CH:6]=[CH:5][CH:4]=1.O.NN.[H][H].[O-]S(S([O-])=O)=O.[Na+].[Na+], predict the reaction product. The product is: [CH:1](/[CH:9]([S:19]([CH:22](/[CH:32]=[CH:33]/[C:34]1[CH:39]=[CH:38][CH:37]=[CH:36][CH:35]=1)[C:23]1[CH:28]=[CH:27][CH:26]=[C:25]([NH2:29])[CH:24]=1)(=[O:21])=[O:20])[C:10]1[CH:15]=[CH:14][CH:13]=[C:12]([NH2:16])[CH:11]=1)=[CH:2]\[C:3]1[CH:4]=[CH:5][CH:6]=[CH:7][CH:8]=1.